Dataset: Reaction yield outcomes from USPTO patents with 853,638 reactions. Task: Predict the reaction yield, written as a fraction of the theoretical maximum amount of product (1.0 means a 100% yield; for example, 0.34 means a 34% yield). (1) The reactants are [Cl:1][C:2]1[C:3]([O:17][CH2:18][C:19]2[CH:24]=[CH:23][C:22]([O:25][CH3:26])=[CH:21][CH:20]=2)=[CH:4][C:5]([OH:16])=[C:6]([NH:8][C:9](=[O:15])[O:10][C:11]([CH3:14])([CH3:13])[CH3:12])[CH:7]=1.C(=O)([O-])[O-].[Cs+].[Cs+].[N+](C1C=C(S(O[CH2:46][C@@H:47]2[CH2:49][O:48]2)(=O)=O)C=CC=1)([O-])=O. The catalyst is CN1C(=O)CCC1. The product is [Cl:1][C:2]1[C:3]([O:17][CH2:18][C:19]2[CH:24]=[CH:23][C:22]([O:25][CH3:26])=[CH:21][CH:20]=2)=[CH:4][C:5]([O:16][CH2:46][C@@H:47]2[CH2:49][O:48]2)=[C:6]([NH:8][C:9](=[O:15])[O:10][C:11]([CH3:14])([CH3:13])[CH3:12])[CH:7]=1. The yield is 0.990. (2) The reactants are S([N:11]1[C:15]2[N:16]=[CH:17][C:18]3[N:19]([C:20]([C@@H:23]4[CH2:28][CH2:27][CH2:26][N:25]([C:29]([O:31][C:32]([CH3:35])([CH3:34])[CH3:33])=[O:30])[CH2:24]4)=[N:21][CH:22]=3)[C:14]=2[CH:13]=[CH:12]1)(C1C=CC(C)=CC=1)(=O)=O.[OH-].[Na+].CCOC(C)=O.[NH4+].[Cl-]. The catalyst is O1CCOCC1. The product is [C:20]1([C@@H:23]2[CH2:28][CH2:27][CH2:26][N:25]([C:29]([O:31][C:32]([CH3:35])([CH3:34])[CH3:33])=[O:30])[CH2:24]2)[N:19]2[C:14]3[CH:13]=[CH:12][NH:11][C:15]=3[N:16]=[CH:17][C:18]2=[CH:22][N:21]=1. The yield is 0.920. (3) The reactants are [C:1]([O:5][C:6](=[O:14])[CH2:7][N:8]1[CH:12]=[C:11]([NH2:13])[CH:10]=[N:9]1)([CH3:4])([CH3:3])[CH3:2].C([O-])([O-])=O.[Cs+].[Cs+].[F:21][C:22]([F:44])([F:43])[CH2:23][CH2:24][C:25]([N:27]1[CH2:32][CH:31]=[C:30]([C:33]2[C:34]3[N:35]([N:39]=[C:40](I)[N:41]=3)[CH:36]=[CH:37][CH:38]=2)[CH2:29][CH2:28]1)=[O:26].C(Cl)(Cl)Cl.CC1(C)C2C(=C(P(C3C=CC=CC=3)C3C=CC=CC=3)C=CC=2)OC2C(P(C3C=CC=CC=3)C3C=CC=CC=3)=CC=CC1=2. The catalyst is O1CCOCC1.C1C=CC(/C=C/C(/C=C/C2C=CC=CC=2)=O)=CC=1.C1C=CC(/C=C/C(/C=C/C2C=CC=CC=2)=O)=CC=1.C1C=CC(/C=C/C(/C=C/C2C=CC=CC=2)=O)=CC=1.[Pd].[Pd]. The product is [F:43][C:22]([F:21])([F:44])[CH2:23][CH2:24][C:25]([N:27]1[CH2:28][CH:29]=[C:30]([C:33]2[C:34]3[N:35]([N:39]=[C:40]([NH:13][C:11]4[CH:10]=[N:9][N:8]([CH2:7][C:6]([O:5][C:1]([CH3:4])([CH3:2])[CH3:3])=[O:14])[CH:12]=4)[N:41]=3)[CH:36]=[CH:37][CH:38]=2)[CH2:31][CH2:32]1)=[O:26]. The yield is 0.570. (4) The reactants are [N+:1]([C:4]1[CH:8]=[CH:7][S:6][C:5]=1[N:9]1[CH:13]=[N:12][CH:11]=[N:10]1)([O-])=O.[Cl-].[NH4+]. The catalyst is O.[Fe]. The product is [N:9]1([C:5]2[S:6][CH:7]=[CH:8][C:4]=2[NH2:1])[CH:13]=[N:12][CH:11]=[N:10]1. The yield is 0.800. (5) The yield is 0.960. The reactants are [NH2:1][C:2](=[O:38])[CH2:3][C:4]1([NH:18][C:19]([C:21]2[CH:26]=[CH:25][C:24]([N:27]3[CH2:30][C:29]([F:32])([F:31])[CH2:28]3)=[C:23]([O:33][CH2:34][CH:35]3[CH2:37][CH2:36]3)[N:22]=2)=[O:20])[CH2:7][N:6](C(OCC2C=CC=CC=2)=O)[CH2:5]1. The product is [NH2:1][C:2](=[O:38])[CH2:3][C:4]1([NH:18][C:19]([C:21]2[CH:26]=[CH:25][C:24]([N:27]3[CH2:28][C:29]([F:32])([F:31])[CH2:30]3)=[C:23]([O:33][CH2:34][CH:35]3[CH2:37][CH2:36]3)[N:22]=2)=[O:20])[CH2:7][NH:6][CH2:5]1. The catalyst is CO.[Pd].